This data is from Reaction yield outcomes from USPTO patents with 853,638 reactions. The task is: Predict the reaction yield, written as a fraction of the theoretical maximum amount of product (1.0 means a 100% yield; for example, 0.34 means a 34% yield). (1) The reactants are [OH-].[Na+].[CH3:3][CH:4]([C:9]1[CH:14]=[C:13]([C:15]([F:18])([F:17])[F:16])[CH:12]=[C:11]([C:19]([F:22])([F:21])[F:20])[CH:10]=1)[C:5]([O:7]C)=[O:6]. The catalyst is CO. The product is [CH3:3][CH:4]([C:9]1[CH:10]=[C:11]([C:19]([F:20])([F:21])[F:22])[CH:12]=[C:13]([C:15]([F:16])([F:17])[F:18])[CH:14]=1)[C:5]([OH:7])=[O:6]. The yield is 0.990. (2) The reactants are FC1C=C(F)C=CC=1C1C=C(CO)C(=O)N(CC(C)C)N=1.[F:22][C:23]1[CH:24]=[C:25]([C:31]2[CH:32]=[C:33]([C:38]([O:40][CH3:41])=[O:39])[C:34](=[O:37])[NH:35][N:36]=2)[CH:26]=[CH:27][C:28]=1[O:29][CH3:30].[Cl:42][C:43]1[CH:52]=[CH:51][C:46]([CH:47]=[CH:48][CH2:49]Cl)=[CH:45][CH:44]=1. No catalyst specified. The product is [Cl:42][C:43]1[CH:52]=[CH:51][C:46]([CH:47]=[CH:48][CH2:49][N:35]2[C:34](=[O:37])[C:33]([C:38]([O:40][CH3:41])=[O:39])=[CH:32][C:31]([C:25]3[CH:26]=[CH:27][C:28]([O:29][CH3:30])=[C:23]([F:22])[CH:24]=3)=[N:36]2)=[CH:45][CH:44]=1. The yield is 0.511. (3) The reactants are [C:1]([C:3]1[CH:8]=[CH:7][C:6]([C:9]2[CH:10]=[N:11][CH:12]=[CH:13][C:14]=2[S:15][C:16]([CH3:23])([CH3:22])[C:17]([O:19]CC)=[O:18])=[CH:5][CH:4]=1)#[N:2].[OH-].[Na+]. The catalyst is CO. The product is [C:1]([C:3]1[CH:4]=[CH:5][C:6]([C:9]2[CH:10]=[N:11][CH:12]=[CH:13][C:14]=2[S:15][C:16]([CH3:23])([CH3:22])[C:17]([OH:19])=[O:18])=[CH:7][CH:8]=1)#[N:2]. The yield is 0.640. (4) The reactants are S(=O)(=O)(O)O.C(O)(=[O:8])C.[F:10][C:11]1[CH:16]=[CH:15][C:14]([C:17]([C:27]2[CH:32]=[CH:31][C:30]([F:33])=[CH:29][CH:28]=2)([C:20]2[CH:25]=[CH:24][CH:23]=[CH:22][C:21]=2[F:26])[C:18]#[N:19])=[CH:13][CH:12]=1.[OH-].[NH4+]. The catalyst is C(Cl)Cl. The product is [F:10][C:11]1[CH:12]=[CH:13][C:14]([C:17]([C:27]2[CH:28]=[CH:29][C:30]([F:33])=[CH:31][CH:32]=2)([C:20]2[CH:25]=[CH:24][CH:23]=[CH:22][C:21]=2[F:26])[C:18]([NH2:19])=[O:8])=[CH:15][CH:16]=1. The yield is 0.940. (5) The reactants are [C:1]1([CH:7]([OH:10])[CH2:8][OH:9])[CH:6]=[CH:5][CH:4]=[CH:3][CH:2]=1.[C:11]1(C)C(C)=CC=C[CH:16]=1.CC1OC(C)OC(C)O1. The catalyst is C1(C)C=CC(S(O)(=O)=O)=CC=1.O. The product is [CH3:11][CH:16]1[O:10][CH:7]([C:1]2[CH:6]=[CH:5][CH:4]=[CH:3][CH:2]=2)[CH2:8][O:9]1. The yield is 0.878. (6) The reactants are O[C:2]1[C:11]2[C:6](=[N:7][CH:8]=[CH:9][CH:10]=2)[N:5]([C:12]2[CH:17]=[CH:16][CH:15]=[CH:14][CH:13]=2)[C:4](=[O:18])[C:3]=1[C:19](=O)[CH2:20][C:21]1[CH:26]=[CH:25][C:24]([O:27][CH3:28])=[C:23]([O:29][CH3:30])[CH:22]=1.O.[NH2:33][NH2:34]. The catalyst is CN(C=O)C. The product is [CH3:30][O:29][C:23]1[CH:22]=[C:21]([CH:26]=[CH:25][C:24]=1[O:27][CH3:28])[CH2:20][C:19]1[C:3]2[C:4](=[O:18])[N:5]([C:12]3[CH:13]=[CH:14][CH:15]=[CH:16][CH:17]=3)[C:6]3[N:7]=[CH:8][CH:9]=[CH:10][C:11]=3[C:2]=2[NH:34][N:33]=1. The yield is 0.800. (7) The reactants are [CH3:1][NH2:2].[Br:3][C:4]1[CH:9]=[CH:8][C:7]([S:10](Cl)(=[O:12])=[O:11])=[CH:6][CH:5]=1.[NH4+].[Cl-]. The catalyst is C1COCC1. The product is [Br:3][C:4]1[CH:9]=[CH:8][C:7]([S:10]([NH:2][CH3:1])(=[O:12])=[O:11])=[CH:6][CH:5]=1. The yield is 0.940. (8) The reactants are [CH2:1](O)[CH2:2][CH2:3][CH3:4].S(Cl)(Cl)=O.[NH2:10][C:11]1[C:16]([C:17]([OH:19])=[O:18])=[CH:15][CH:14]=[C:13]([C:20]([F:23])([F:22])[F:21])[N:12]=1.C(=O)([O-])O.[Na+]. The catalyst is CCCCCC.C(OCC)(=O)C. The product is [NH2:10][C:11]1[C:16]([C:17]([O:19][CH2:1][CH2:2][CH2:3][CH3:4])=[O:18])=[CH:15][CH:14]=[C:13]([C:20]([F:21])([F:23])[F:22])[N:12]=1. The yield is 0.870.